This data is from Forward reaction prediction with 1.9M reactions from USPTO patents (1976-2016). The task is: Predict the product of the given reaction. (1) Given the reactants [C:1]1([C:7]2[CH:8]=[C:9]3[C:13](=[CH:14][CH:15]=2)[CH2:12][CH:11]([C:16]([C:18]2[O:19][C:20]([C:23]4[N:28]=[C:27]([C:29]([O:31]C)=[O:30])[CH:26]=[CH:25][CH:24]=4)=[CH:21][N:22]=2)=[O:17])[CH2:10]3)[CH:6]=[CH:5][CH:4]=[CH:3][CH:2]=1, predict the reaction product. The product is: [C:1]1([C:7]2[CH:8]=[C:9]3[C:13](=[CH:14][CH:15]=2)[CH2:12][CH:11]([C:16]([C:18]2[O:19][C:20]([C:23]4[N:28]=[C:27]([C:29]([OH:31])=[O:30])[CH:26]=[CH:25][CH:24]=4)=[CH:21][N:22]=2)=[O:17])[CH2:10]3)[CH:6]=[CH:5][CH:4]=[CH:3][CH:2]=1. (2) Given the reactants S1CCNC1.CC1(C)S[C@@H]2[C@H](NC(COC3C=CC=CC=3)=O)[C:13](=[O:14])N2[C@H]1C(O)=O.[CH3:30][C:31]1([CH3:55])[S:37][C@H:36]2[N:33]([C:34](=[O:50])[C@H:35]2[NH:38][C:39](=[O:49])[CH:40]([O:42][C:43]2[CH:48]=[CH:47][CH:46]=[CH:45][CH:44]=2)C)[C@H:32]1[C:51]([O:53][CH3:54])=[O:52].[CH2:56]([NH2:63])[C:57]1[CH:62]=[CH:61][CH:60]=[CH:59][CH:58]=1, predict the reaction product. The product is: [CH3:13][O:14][C:60]1[CH:61]=[CH:62][C:57]([CH2:56][NH:63][C:34](=[O:50])[C@H:35]([C@@H:36]2[NH:33][C@@H:32]([C:51]([O:53][CH3:54])=[O:52])[C:31]([CH3:30])([CH3:55])[S:37]2)[NH:38][C:39](=[O:49])[CH2:40][O:42][C:43]2[CH:44]=[CH:45][CH:46]=[CH:47][CH:48]=2)=[CH:58][CH:59]=1. (3) Given the reactants [CH3:1][O:2][C:3](=[O:22])[C:4]1[CH:9]=[CH:8][CH:7]=[C:6]([S:10][C:11]2[C:19]3[C:14](=[CH:15][C:16]([Cl:20])=[CH:17][CH:18]=3)[NH:13][C:12]=2[CH3:21])[CH:5]=1.Br[C:24]1[CH:25]=[CH:26][C:27]([O:30][CH2:31][CH3:32])=[N:28][CH:29]=1, predict the reaction product. The product is: [CH3:1][O:2][C:3](=[O:22])[C:4]1[CH:9]=[CH:8][CH:7]=[C:6]([S:10][C:11]2[C:19]3[C:14](=[CH:15][C:16]([Cl:20])=[CH:17][CH:18]=3)[N:13]([C:24]3[CH:29]=[N:28][C:27]([O:30][CH2:31][CH3:32])=[CH:26][CH:25]=3)[C:12]=2[CH3:21])[CH:5]=1.